The task is: Predict which catalyst facilitates the given reaction.. This data is from Catalyst prediction with 721,799 reactions and 888 catalyst types from USPTO. (1) Reactant: [CH2:1]([O:3]CC)C.Br[C:7]1[CH:8]=[CH:9][C:10]([CH2:13][O:14][C:15]2[CH:20]=[CH:19][C:18]([F:21])=[CH:17][CH:16]=2)=[N:11][CH:12]=1.C([Li])CCC.CN(C)C=O. Product: [F:21][C:18]1[CH:19]=[CH:20][C:15]([O:14][CH2:13][C:10]2[N:11]=[CH:12][C:7]([CH:1]=[O:3])=[CH:8][CH:9]=2)=[CH:16][CH:17]=1. The catalyst class is: 6. (2) Reactant: Cl.[NH2:2][C:3]1[C:7]([C:8]([NH2:10])=[O:9])=[CH:6][N:5]([C:11]2([CH2:21][C:22]#[N:23])[CH2:20][CH2:19][C:14]3(OCC[O:15]3)[CH2:13][CH2:12]2)[N:4]=1.C(=O)(O)[O-].[Na+]. Product: [NH2:2][C:3]1[C:7]([C:8]([NH2:10])=[O:9])=[CH:6][N:5]([C:11]2([CH2:21][C:22]#[N:23])[CH2:20][CH2:19][C:14](=[O:15])[CH2:13][CH2:12]2)[N:4]=1. The catalyst class is: 56. (3) Reactant: [F:1][C:2]([F:17])([F:16])[C:3]1[CH:8]=[CH:7][C:6]([C:9]2[O:13][CH:12]=[N:11][C:10]=2[CH:14]=[O:15])=[CH:5][CH:4]=1.[CH3:18][O:19][Si](C)(C)C.[CH3:24][Si](OS(C(F)(F)F)(=O)=O)(C)C. Product: [CH3:24][O:15][CH:14]([O:19][CH3:18])[C:10]1[N:11]=[CH:12][O:13][C:9]=1[C:6]1[CH:5]=[CH:4][C:3]([C:2]([F:1])([F:16])[F:17])=[CH:8][CH:7]=1. The catalyst class is: 2. (4) Reactant: [NH2:1][C:2]1[C:11]([O:12][CH3:13])=[N:10][C:9]2[C:4](=[CH:5][CH:6]=[C:7]([Cl:14])[CH:8]=2)[N:3]=1.Cl[C:16]([O:18][CH2:19][CH3:20])=[O:17].N1C=CC=CC=1. Product: [Cl:14][C:7]1[CH:8]=[C:9]2[C:4](=[CH:5][CH:6]=1)[N:3]=[C:2]([NH:1][C:16](=[O:17])[O:18][CH2:19][CH3:20])[C:11]([O:12][CH3:13])=[N:10]2. The catalyst class is: 4. (5) The catalyst class is: 2. Reactant: [C:1]([C:5]1[CH:9]=[C:8]([NH:10][C:11]([NH:13][C:14]2[CH:19]=[C:18]([C:20]3[C:31](=[O:32])[N:30]([CH3:33])[C:23]4[N:24]=[C:25](SC)[N:26]=[CH:27][C:22]=4[CH:21]=3)[C:17]([CH3:34])=[CH:16][C:15]=2[F:35])=[O:12])[O:7][N:6]=1)([CH3:4])([CH3:3])[CH3:2].C1C=C(Cl)C=C([C:43](OO)=[O:44])C=1.CO.C(N(CC)CC)C. Product: [C:1]([C:5]1[CH:9]=[C:8]([NH:10][C:11]([NH:13][C:14]2[CH:19]=[C:18]([C:20]3[C:31](=[O:32])[N:30]([CH3:33])[C:23]4[N:24]=[C:25]([O:44][CH3:43])[N:26]=[CH:27][C:22]=4[CH:21]=3)[C:17]([CH3:34])=[CH:16][C:15]=2[F:35])=[O:12])[O:7][N:6]=1)([CH3:4])([CH3:3])[CH3:2]. (6) Reactant: [C:1]([O:5][C:6]([N:8]([C@H:13]1[C:22]2[C:17](=[C:18]([C:23]3[S:24][C:25]([C:28]4[CH:33]=[CH:32][C:31]([O:34][CH:35]([CH3:37])[CH3:36])=[C:30]([C:38]#[N:39])[CH:29]=4)=[N:26][N:27]=3)[CH:19]=[CH:20][CH:21]=2)[CH2:16][CH2:15][CH2:14]1)[CH2:9][C:10]([OH:12])=O)=[O:7])([CH3:4])([CH3:3])[CH3:2].[CH:40]1[CH:41]=CC2N(O)N=[N:46][C:44]=2[CH:45]=1.C(Cl)CCl.N1CCCC1. Product: [C:38]([C:30]1[CH:29]=[C:28]([C:25]2[S:24][C:23]([C:18]3[CH:19]=[CH:20][CH:21]=[C:22]4[C:17]=3[CH2:16][CH2:15][CH2:14][C@H:13]4[N:8]([CH2:9][C:10](=[O:12])[N:46]3[CH2:41][CH2:40][CH2:45][CH2:44]3)[C:6](=[O:7])[O:5][C:1]([CH3:2])([CH3:3])[CH3:4])=[N:27][N:26]=2)[CH:33]=[CH:32][C:31]=1[O:34][CH:35]([CH3:37])[CH3:36])#[N:39]. The catalyst class is: 3. (7) Reactant: C([O-])([O-])=O.C([O-])([O-])=O.O.O.O.[K+].[K+].[K+].[K+].C([O:19][CH2:20][CH:21]=[CH:22][CH:23]([CH3:35])[CH2:24][CH2:25][CH2:26][CH:27]([CH3:34])[CH2:28][CH2:29][CH2:30][CH:31]([CH3:33])[CH3:32])(=O)C.C1COCC1. Product: [CH3:35][CH:23]([CH2:24][CH2:25][CH2:26][CH:27]([CH3:34])[CH2:28][CH2:29][CH2:30][CH:31]([CH3:33])[CH3:32])[CH:22]=[CH:21][CH2:20][OH:19]. The catalyst class is: 72.